This data is from Peptide-MHC class II binding affinity with 134,281 pairs from IEDB. The task is: Regression. Given a peptide amino acid sequence and an MHC pseudo amino acid sequence, predict their binding affinity value. This is MHC class II binding data. (1) The peptide sequence is LHRVVLLESIAQFGD. The MHC is H-2-IAb with pseudo-sequence H-2-IAb. The binding affinity (normalized) is 0.233. (2) The peptide sequence is FNSLISIAQHLVSDR. The MHC is DRB1_0802 with pseudo-sequence DRB1_0802. The binding affinity (normalized) is 0.291.